From a dataset of Full USPTO retrosynthesis dataset with 1.9M reactions from patents (1976-2016). Predict the reactants needed to synthesize the given product. Given the product [CH:30]([NH:31][C:4]([C:6]1[N:7]=[N:8][C:9]([O:12][CH2:13][C:14]2[C:15]([C:19]3[CH:20]=[CH:21][C:22]([F:25])=[CH:23][CH:24]=3)=[N:16][O:17][CH:18]=2)=[CH:10][CH:11]=1)=[O:5])([CH3:35])[CH3:28], predict the reactants needed to synthesize it. The reactants are: C(O[C:4]([C:6]1[N:7]=[N:8][C:9]([O:12][CH2:13][C:14]2[C:15]([C:19]3[CH:24]=[CH:23][C:22]([F:25])=[CH:21][CH:20]=3)=[N:16][O:17][CH:18]=2)=[CH:10][CH:11]=1)=[O:5])C.CO[C:28]([C:30]1[N:31]=NC(NC[C:35]2[C:30]([C:28]3C=CC=CC=3)=[N:31]OC=2C)=C[CH:35]=1)=O.C(N)(C)C.